From a dataset of Forward reaction prediction with 1.9M reactions from USPTO patents (1976-2016). Predict the product of the given reaction. Given the reactants [Cl:1][C:2]1[CH:3]=[CH:4][C:5]2[N:11]3[CH:12]=[CH:13][N:14]=[C:10]3[C@@H:9]([CH2:15][CH2:16][N:17]3[CH:21]=[C:20]([C:22]([O:24]CC)=[O:23])[CH:19]=[N:18]3)[O:8][C@H:7]([C:27]3[CH:32]=[CH:31][CH:30]=[C:29]([O:33][CH3:34])[C:28]=3[O:35][CH3:36])[C:6]=2[CH:37]=1.[OH-].[Na+].Cl, predict the reaction product. The product is: [Cl:1][C:2]1[CH:3]=[CH:4][C:5]2[N:11]3[CH:12]=[CH:13][N:14]=[C:10]3[C@@H:9]([CH2:15][CH2:16][N:17]3[CH:21]=[C:20]([C:22]([OH:24])=[O:23])[CH:19]=[N:18]3)[O:8][C@H:7]([C:27]3[CH:32]=[CH:31][CH:30]=[C:29]([O:33][CH3:34])[C:28]=3[O:35][CH3:36])[C:6]=2[CH:37]=1.